Dataset: hERG potassium channel inhibition data for cardiac toxicity prediction from Karim et al.. Task: Regression/Classification. Given a drug SMILES string, predict its toxicity properties. Task type varies by dataset: regression for continuous values (e.g., LD50, hERG inhibition percentage) or binary classification for toxic/non-toxic outcomes (e.g., AMES mutagenicity, cardiotoxicity, hepatotoxicity). Dataset: herg_karim. The drug is CC(C)C1(c2ccc(-c3ccc4ccccc4c3)[nH]c2=O)OC(O)=NC1=O. The result is 0 (non-blocker).